Task: Predict the reactants needed to synthesize the given product.. Dataset: Full USPTO retrosynthesis dataset with 1.9M reactions from patents (1976-2016) (1) Given the product [C:39]([C:36]1([NH:35][C:55]([C@@H:54]([NH:53][C:51]([N:48]2[CH2:47][CH2:46][C:45]3([CH2:44][CH2:43][CH2:42][CH2:41]3)[CH2:50][CH2:49]2)=[O:52])[CH2:58][C:59]([F:67])([F:68])[CH2:60][C:61]2[CH:66]=[CH:65][CH:64]=[CH:63][CH:62]=2)=[O:56])[CH2:38][CH2:37]1)#[N:40], predict the reactants needed to synthesize it. The reactants are: CCN(C(C)C)C(C)C.CN(C(ON1N=NC2C=CC=NC1=2)=[N+](C)C)C.F[P-](F)(F)(F)(F)F.Cl.[NH2:35][C:36]1([C:39]#[N:40])[CH2:38][CH2:37]1.[CH2:41]1[C:45]2([CH2:50][CH2:49][N:48]([C:51]([NH:53][C@@H:54]([CH2:58][C:59]([F:68])([F:67])[CH2:60][C:61]3[CH:66]=[CH:65][CH:64]=[CH:63][CH:62]=3)[C:55](O)=[O:56])=[O:52])[CH2:47][CH2:46]2)[CH2:44][CH2:43][CH2:42]1. (2) Given the product [CH3:33][O:32][C:29]1[CH:30]=[CH:31][C:26]([C:24]2[N:3]=[N:2][N:1]([CH:4]3[CH2:23][N:8]4[C:9]5[C:14]([C:15]([CH2:16][C:17]([OH:19])=[O:18])=[C:7]4[CH2:6][CH2:5]3)=[CH:13][CH:12]=[CH:11][CH:10]=5)[CH:25]=2)=[CH:27][CH:28]=1, predict the reactants needed to synthesize it. The reactants are: [N:1]([CH:4]1[CH2:23][N:8]2[C:9]3[C:14]([C:15]([CH2:16][C:17]([O:19]CCC)=[O:18])=[C:7]2[CH2:6][CH2:5]1)=[CH:13][CH:12]=[CH:11][CH:10]=3)=[N+:2]=[N-:3].[C:24]([C:26]1[CH:31]=[CH:30][C:29]([O:32][CH3:33])=[CH:28][CH:27]=1)#[CH:25]. (3) Given the product [F:20][C:7]1([F:19])[C@@H:6]([O:5][C:4]2[CH:21]=[CH:22][C:23]([C:25]3[N:30]=[C:29]([NH:31][C:32]4[CH:37]=[CH:36][C:35]([N:38]5[CH2:43][CH2:42][N:41]([CH:44]6[CH2:47][O:46][CH2:45]6)[CH2:40][CH2:39]5)=[C:34]([O:48][CH3:49])[CH:33]=4)[N:28]=[CH:27][N:26]=3)=[CH:24][C:3]=2[C:1]#[N:2])[CH2:11][CH2:10][NH:9][CH2:8]1, predict the reactants needed to synthesize it. The reactants are: [C:1]([C:3]1[CH:24]=[C:23]([C:25]2[N:30]=[C:29]([NH:31][C:32]3[CH:37]=[CH:36][C:35]([N:38]4[CH2:43][CH2:42][N:41]([CH:44]5[CH2:47][O:46][CH2:45]5)[CH2:40][CH2:39]4)=[C:34]([O:48][CH3:49])[CH:33]=3)[N:28]=[CH:27][N:26]=2)[CH:22]=[CH:21][C:4]=1[O:5][C@H:6]1[CH2:11][CH2:10][N:9](C(OC(C)(C)C)=O)[CH2:8][C:7]1([F:20])[F:19])#[N:2].FC(F)(F)C(O)=O.